From a dataset of Forward reaction prediction with 1.9M reactions from USPTO patents (1976-2016). Predict the product of the given reaction. (1) Given the reactants I[C:2]1[CH:3]=[C:4]2[C:9](=[CH:10][CH:11]=1)[N:8]=[CH:7][C:6]([C:12]([NH:14]C(=O)OC(C)(C)C)=[O:13])=[C:5]2[NH:22][C:23]1[CH:28]=[CH:27][CH:26]=[C:25]([O:29][CH3:30])[CH:24]=1.CC(C)([O-])C.[K+].[CH2:37]([SH:39])[CH3:38], predict the reaction product. The product is: [CH2:37]([S:39][C:2]1[CH:3]=[C:4]2[C:9](=[CH:10][CH:11]=1)[N:8]=[CH:7][C:6]([C:12]([NH2:14])=[O:13])=[C:5]2[NH:22][C:23]1[CH:28]=[CH:27][CH:26]=[C:25]([O:29][CH3:30])[CH:24]=1)[CH3:38]. (2) Given the reactants Br[C:2]1[N:6]2[N:7]=[C:8]([C:11]3[CH:16]=[CH:15][C:14]([C:17]([N:19]4[CH2:24][CH2:23][N:22]([CH3:25])[CH2:21][CH2:20]4)=[O:18])=[CH:13][CH:12]=3)[CH:9]=[CH:10][C:5]2=[N:4][CH:3]=1.[NH:26]1[C:30]2[CH:31]=[CH:32][C:33](B(O)O)=[CH:34][C:29]=2[N:28]=[N:27]1, predict the reaction product. The product is: [NH:26]1[C:30]2[CH:31]=[CH:32][C:33]([C:2]3[N:6]4[N:7]=[C:8]([C:11]5[CH:12]=[CH:13][C:14]([C:17]([N:19]6[CH2:24][CH2:23][N:22]([CH3:25])[CH2:21][CH2:20]6)=[O:18])=[CH:15][CH:16]=5)[CH:9]=[CH:10][C:5]4=[N:4][CH:3]=3)=[CH:34][C:29]=2[N:28]=[N:27]1. (3) Given the reactants I[C:2]1[CH:10]=[C:9]2[C:5]([CH:6]=[N:7][N:8]2[C:11]2[CH:16]=[CH:15][N:14]=[C:13]([NH2:17])[N:12]=2)=[CH:4][CH:3]=1.N1CCCCC1.[S:24]1[CH:28]=[CH:27][N:26]=[C:25]1[C:29]([OH:33])([C:31]#[CH:32])[CH3:30], predict the reaction product. The product is: [NH2:17][C:13]1[N:12]=[C:11]([N:8]2[C:9]3[C:5](=[CH:4][CH:3]=[C:2]([C:32]#[C:31][C:29]([C:25]4[S:24][CH:28]=[CH:27][N:26]=4)([OH:33])[CH3:30])[CH:10]=3)[CH:6]=[N:7]2)[CH:16]=[CH:15][N:14]=1. (4) Given the reactants [OH:1][CH2:2][C:3]1[N:8]=[C:7]([NH:9][C:10](=[O:15])[C:11]([CH3:14])([CH3:13])[CH3:12])[CH:6]=[CH:5][CH:4]=1.[Cl:16][C:17]1[CH:24]=[CH:23][C:20]([CH2:21]Br)=[CH:19][CH:18]=1, predict the reaction product. The product is: [Cl:16][C:17]1[CH:24]=[CH:23][C:20]([CH2:21][O:1][CH2:2][C:3]2[N:8]=[C:7]([NH:9][C:10](=[O:15])[C:11]([CH3:12])([CH3:14])[CH3:13])[CH:6]=[CH:5][CH:4]=2)=[CH:19][CH:18]=1. (5) Given the reactants Cl[C:2]1[N:3]=[N:4][C:5]([O:8][CH2:9][C:10]2[N:11]([CH3:22])[N:12]=[N:13][C:14]=2[C:15]2[CH:20]=[CH:19][C:18]([F:21])=[CH:17][CH:16]=2)=[CH:6][CH:7]=1.[C:23](=[O:26])([O-])[O-:24].[Na+].[Na+].[CH2:29](O)[CH3:30], predict the reaction product. The product is: [CH2:29]([O:24][C:23]([C:2]1[N:3]=[N:4][C:5]([O:8][CH2:9][C:10]2[N:11]([CH3:22])[N:12]=[N:13][C:14]=2[C:15]2[CH:20]=[CH:19][C:18]([F:21])=[CH:17][CH:16]=2)=[CH:6][CH:7]=1)=[O:26])[CH3:30]. (6) Given the reactants [Br:1][C:2]1[CH:6]=[C:5]([C:7]2[O:12][C:11](=[O:13])[C:10]3[CH:14]=[C:15]([C:19]#[N:20])[CH:16]=[C:17]([CH3:18])[C:9]=3[N:8]=2)[N:4]([C:21]2[CH:26]=[CH:25][CH:24]=[CH:23][C:22]=2[Cl:27])[N:3]=1.[CH:28]([NH2:31])([CH3:30])[CH3:29], predict the reaction product. The product is: [Br:1][C:2]1[CH:6]=[C:5]([C:7]([NH:8][C:9]2[C:10]([C:11]([NH:31][CH:28]([CH3:30])[CH3:29])=[O:13])=[CH:14][C:15]([C:19]#[N:20])=[CH:16][C:17]=2[CH3:18])=[O:12])[N:4]([C:21]2[CH:26]=[CH:25][CH:24]=[CH:23][C:22]=2[Cl:27])[N:3]=1. (7) Given the reactants [C:1](Cl)(=[O:3])[CH3:2].[CH3:5][O:6][C:7]([C:9]1[CH:10]=[C:11]([CH3:33])[C:12]2[O:18][C:17]3[C:19]([Cl:29])=[CH:20][C:21]([N:23]4[CH2:28][CH2:27][NH:26][CH2:25][CH2:24]4)=[CH:22][C:16]=3[CH2:15][S:14](=[O:31])(=[O:30])[C:13]=2[CH:32]=1)=[O:8].N1C=CC=CC=1, predict the reaction product. The product is: [CH3:5][O:6][C:7]([C:9]1[CH:10]=[C:11]([CH3:33])[C:12]2[O:18][C:17]3[C:19]([Cl:29])=[CH:20][C:21]([N:23]4[CH2:24][CH2:25][N:26]([C:1](=[O:3])[CH3:2])[CH2:27][CH2:28]4)=[CH:22][C:16]=3[CH2:15][S:14](=[O:30])(=[O:31])[C:13]=2[CH:32]=1)=[O:8]. (8) Given the reactants [CH2:1]([C@@:8]1([O:14][C@H:13]([CH2:15][O:16][C:17](=[O:22])[C:18]([CH3:21])([CH3:20])[CH3:19])[C:12](=[CH2:23])[C@@:10]1([CH2:24][O:25][CH3:26])[OH:11])[OH:9])[C:2]1[CH:7]=[CH:6][CH:5]=[CH:4][CH:3]=1.C12BC(CCC1)CCC2.[OH-:36].[Na+].OO, predict the reaction product. The product is: [CH2:1]([C@@:8]1([O:14][C@H:13]([CH2:15][O:16][C:17](=[O:22])[C:18]([CH3:21])([CH3:20])[CH3:19])[C@H:12]([CH2:23][OH:36])[C@@:10]1([CH2:24][O:25][CH3:26])[OH:11])[OH:9])[C:2]1[CH:3]=[CH:4][CH:5]=[CH:6][CH:7]=1. (9) The product is: [CH:1]1([N:7]2[C:10](=[O:11])[C:9]([CH3:13])([CH3:12])[N:8]2[CH2:17][C:16]2[CH:19]=[C:20]([Cl:23])[CH:21]=[CH:22][C:15]=2[Cl:14])[CH2:2][CH2:3][CH2:4][CH2:5][CH2:6]1. Given the reactants [CH:1]1([N:7]2[C:10](=[O:11])[C:9]([CH3:13])([CH3:12])[NH:8]2)[CH2:6][CH2:5][CH2:4][CH2:3][CH2:2]1.[Cl:14][C:15]1[CH:22]=[CH:21][C:20]([Cl:23])=[CH:19][C:16]=1[CH2:17]Br, predict the reaction product.